Dataset: NCI-60 drug combinations with 297,098 pairs across 59 cell lines. Task: Regression. Given two drug SMILES strings and cell line genomic features, predict the synergy score measuring deviation from expected non-interaction effect. (1) Drug 1: CS(=O)(=O)C1=CC(=C(C=C1)C(=O)NC2=CC(=C(C=C2)Cl)C3=CC=CC=N3)Cl. Drug 2: CCC1(CC2CC(C3=C(CCN(C2)C1)C4=CC=CC=C4N3)(C5=C(C=C6C(=C5)C78CCN9C7C(C=CC9)(C(C(C8N6C=O)(C(=O)OC)O)OC(=O)C)CC)OC)C(=O)OC)O.OS(=O)(=O)O. Cell line: SW-620. Synergy scores: CSS=49.9, Synergy_ZIP=16.7, Synergy_Bliss=13.2, Synergy_Loewe=-25.5, Synergy_HSA=10.7. (2) Drug 1: C1=CN(C=N1)CC(O)(P(=O)(O)O)P(=O)(O)O. Drug 2: CC1C(C(CC(O1)OC2CC(CC3=C2C(=C4C(=C3O)C(=O)C5=C(C4=O)C(=CC=C5)OC)O)(C(=O)CO)O)N)O.Cl. Cell line: SF-539. Synergy scores: CSS=40.1, Synergy_ZIP=-4.47, Synergy_Bliss=1.19, Synergy_Loewe=-13.0, Synergy_HSA=0.699. (3) Drug 1: C1=NC2=C(N1)C(=S)N=C(N2)N. Drug 2: CC1=C2C(C(=O)C3(C(CC4C(C3C(C(C2(C)C)(CC1OC(=O)C(C(C5=CC=CC=C5)NC(=O)C6=CC=CC=C6)O)O)OC(=O)C7=CC=CC=C7)(CO4)OC(=O)C)O)C)OC(=O)C. Cell line: MDA-MB-231. Synergy scores: CSS=22.5, Synergy_ZIP=-12.3, Synergy_Bliss=-13.8, Synergy_Loewe=-12.9, Synergy_HSA=-8.78.